From a dataset of Forward reaction prediction with 1.9M reactions from USPTO patents (1976-2016). Predict the product of the given reaction. (1) Given the reactants [CH2:1]([C:3]1[N:4]([CH2:33][C:34]2[O:38][N:37]=[C:36]([C:39]3[CH:44]=[CH:43][C:42]([F:45])=[CH:41][CH:40]=3)[CH:35]=2)[C:5]2[C:10]([CH3:11])=[C:9]([CH3:12])[N:8]=[C:7]([N:13](CC3C=CC(OC)=CC=3)CC3C=CC(OC)=CC=3)[C:6]=2[N:32]=1)[CH3:2], predict the reaction product. The product is: [CH2:1]([C:3]1[N:4]([CH2:33][C:34]2[O:38][N:37]=[C:36]([C:39]3[CH:40]=[CH:41][C:42]([F:45])=[CH:43][CH:44]=3)[CH:35]=2)[C:5]2[C:10]([CH3:11])=[C:9]([CH3:12])[N:8]=[C:7]([NH2:13])[C:6]=2[N:32]=1)[CH3:2]. (2) Given the reactants [CH3:1][O:2][C:3]1[CH:22]=[CH:21][C:6]([CH2:7][C@@H:8]2[C:12]3=[N:13][C:14]4[CH:19]=[CH:18][CH:17]=[CH:16][C:15]=4[N:11]3[C:10](=[O:20])[NH:9]2)=[CH:5][CH:4]=1.[CH3:23][C:24]1([NH2:28])[CH2:27][O:26][CH2:25]1.C(O)(C(F)(F)F)=O, predict the reaction product. The product is: [NH:11]1[C:15]2[CH:16]=[CH:17][CH:18]=[CH:19][C:14]=2[N:13]=[C:12]1[C@H:8]([NH:9][C:10]([NH:28][C:24]1([CH3:23])[CH2:27][O:26][CH2:25]1)=[O:20])[CH2:7][C:6]1[CH:5]=[CH:4][C:3]([O:2][CH3:1])=[CH:22][CH:21]=1. (3) Given the reactants I[C:2]1[CH:3]=[N:4][N:5]2[C:10]([C:11]([F:14])([F:13])[F:12])=[CH:9][C:8]([C:15]3[CH:20]=[CH:19][C:18]([C:21]([F:24])([F:23])[F:22])=[CH:17][CH:16]=3)=[CH:7][C:6]=12.[C:25]([C:27]1[CH:28]=[CH:29][C:30]([NH2:33])=[N:31][CH:32]=1)#[CH:26], predict the reaction product. The product is: [F:14][C:11]([F:12])([F:13])[C:10]1[N:5]2[N:4]=[CH:3][C:2]([C:26]#[C:25][C:27]3[CH:28]=[CH:29][C:30]([NH2:33])=[N:31][CH:32]=3)=[C:6]2[CH:7]=[C:8]([C:15]2[CH:16]=[CH:17][C:18]([C:21]([F:22])([F:23])[F:24])=[CH:19][CH:20]=2)[CH:9]=1. (4) Given the reactants Cl[C:2]1[C:7]([Cl:8])=[CH:6][N:5]=[C:4]([NH2:9])[C:3]=1[N+:10]([O-:12])=[O:11].[NH2:13][C@@H:14]1[CH2:19][CH2:18][CH2:17][CH2:16][C@H:15]1[NH:20][S:21]([CH3:24])(=[O:23])=[O:22], predict the reaction product. The product is: [NH2:9][C:4]1[C:3]([N+:10]([O-:12])=[O:11])=[C:2]([NH:13][C@@H:14]2[CH2:19][CH2:18][CH2:17][CH2:16][C@H:15]2[NH:20][S:21]([CH3:24])(=[O:23])=[O:22])[C:7]([Cl:8])=[CH:6][N:5]=1. (5) Given the reactants [Si]([O:8][C:9]1[CH:10]=[C:11]([CH:35]=[CH:36][CH:37]=1)[CH2:12][N:13]1[C:17]([CH3:19])([CH3:18])[C:16](=[O:20])[N:15]([C:21]2[CH:22]=[N:23][N:24]([CH2:26][C:27]3[C:28]([CH3:33])=[N:29][O:30][C:31]=3[CH3:32])[CH:25]=2)[C:14]1=[O:34])(C(C)(C)C)(C)C.Cl, predict the reaction product. The product is: [CH3:33][C:28]1[C:27]([CH2:26][N:24]2[CH:25]=[C:21]([N:15]3[C:16](=[O:20])[C:17]([CH3:19])([CH3:18])[N:13]([CH2:12][C:11]4[CH:35]=[CH:36][CH:37]=[C:9]([OH:8])[CH:10]=4)[C:14]3=[O:34])[CH:22]=[N:23]2)=[C:31]([CH3:32])[O:30][N:29]=1. (6) Given the reactants [Cl:1][C:2]1[CH:3]=[C:4]([C:9]2(O)[CH2:12][O:11][CH2:10]2)[CH:5]=[C:6]([Cl:8])[CH:7]=1.CCN(C(C)C)C(C)C.FC(F)(F)S(OS(C(F)(F)F)(=O)=O)(=O)=O.[CH:38]1([C:41]2[C:42]([O:52][CH2:53][CH:54]3[CH2:59][CH2:58][NH:57][CH2:56][CH2:55]3)=[CH:43][C:44]([F:51])=[C:45]([CH:50]=2)[C:46]([O:48][CH3:49])=[O:47])[CH2:40][CH2:39]1, predict the reaction product. The product is: [CH:38]1([C:41]2[C:42]([O:52][CH2:53][CH:54]3[CH2:55][CH2:56][N:57]([C:9]4([C:4]5[CH:3]=[C:2]([Cl:1])[CH:7]=[C:6]([Cl:8])[CH:5]=5)[CH2:12][O:11][CH2:10]4)[CH2:58][CH2:59]3)=[CH:43][C:44]([F:51])=[C:45]([CH:50]=2)[C:46]([O:48][CH3:49])=[O:47])[CH2:40][CH2:39]1. (7) Given the reactants [OH:1][C:2]1[CH:7]=[CH:6][C:5]([C:8]([C:11]2[CH:16]=[CH:15][C:14]([OH:17])=[CH:13][CH:12]=2)([CH3:10])[CH3:9])=[CH:4][CH:3]=1.[OH-:18].[Na+:19], predict the reaction product. The product is: [OH:1][C:2]1[CH:3]=[CH:4][C:5]([C:8]([C:11]2[CH:12]=[CH:13][C:14]([OH:17])=[CH:15][CH:16]=2)([CH3:10])[CH3:9])=[CH:6][CH:7]=1.[OH-:18].[Na+:19]. (8) The product is: [N:15]1[CH:16]=[CH:17][CH:18]=[C:13]([C:2]2[CH:9]=[CH:8][C:5]([CH:6]=[O:7])=[CH:4][CH:3]=2)[CH:14]=1. Given the reactants Br[C:2]1[CH:9]=[CH:8][C:5]([CH:6]=[O:7])=[CH:4][CH:3]=1.C(B(CC)[C:13]1[CH:14]=[N:15][CH:16]=[CH:17][CH:18]=1)C.C(=O)([O-])[O-].[Na+].[Na+], predict the reaction product.